This data is from Reaction yield outcomes from USPTO patents with 853,638 reactions. The task is: Predict the reaction yield, written as a fraction of the theoretical maximum amount of product (1.0 means a 100% yield; for example, 0.34 means a 34% yield). (1) The reactants are [F:1][C:2]1[CH:7]=[CH:6][C:5]([C:8]#[C:9][CH2:10][O:11][C:12]2[CH:17]=[CH:16][C:15]([C:18]3[N:26](COCC[Si](C)(C)C)[C:25]4[C:24](=[O:35])[N:23]([CH2:36][CH2:37][CH3:38])[CH:22]=[N:21][C:20]=4[N:19]=3)=[CH:14][CH:13]=2)=[CH:4][CH:3]=1.Cl. The product is [F:1][C:2]1[CH:7]=[CH:6][C:5]([C:8]#[C:9][CH2:10][O:11][C:12]2[CH:17]=[CH:16][C:15]([C:18]3[NH:26][C:25]4[C:24](=[O:35])[N:23]([CH2:36][CH2:37][CH3:38])[CH:22]=[N:21][C:20]=4[N:19]=3)=[CH:14][CH:13]=2)=[CH:4][CH:3]=1. The catalyst is C(O)C. The yield is 0.780. (2) The reactants are N(C(OCC)=O)=NC(OCC)=O.[Cl:13][C:14]1[C:23]2[C:18](=[CH:19][C:20]([O:25][CH3:26])=[C:21]([OH:24])[CH:22]=2)[N:17]=[CH:16][N:15]=1.[CH3:27][N:28]1[CH2:32][CH2:31][CH:30](O)[CH2:29]1.C1(P(C2C=CC=CC=2)C2C=CC=CC=2)C=CC=CC=1. The catalyst is ClCCl.CO.C1(P(C2C=CC=CC=2)C2C=CC=CC=2)C=CC=CC=1. The product is [Cl:13][C:14]1[C:23]2[C:18](=[CH:19][C:20]([O:25][CH3:26])=[C:21]([O:24][CH:30]3[CH2:31][CH2:32][N:28]([CH3:27])[CH2:29]3)[CH:22]=2)[N:17]=[CH:16][N:15]=1. The yield is 0.280. (3) The catalyst is CO. The yield is 0.960. The product is [CH3:19][O:18][C:15]1[CH:14]=[CH:13][C:12]([CH2:11][N:8]2[CH:7]=[C:6]([C:20]([OH:22])=[O:21])[C:5]([C:24]([O:26][CH3:27])=[O:25])=[C:4]([Cl:3])[C:9]2=[O:10])=[CH:17][CH:16]=1. The reactants are [OH-].[Li+].[Cl:3][C:4]1[C:9](=[O:10])[N:8]([CH2:11][C:12]2[CH:17]=[CH:16][C:15]([O:18][CH3:19])=[CH:14][CH:13]=2)[CH:7]=[C:6]([C:20]([O:22]C)=[O:21])[C:5]=1[C:24]([O:26][CH3:27])=[O:25].O.Cl. (4) The reactants are [CH3:1][O:2][C:3](=[O:32])[CH2:4][C@@H:5]1[C:10](=[O:11])[CH:9]=[CH:8][N:7]([C:12]([O:14][CH2:15][C:16]2[CH:21]=[CH:20][CH:19]=[CH:18][CH:17]=2)=[O:13])[C@H:6]1[C:22]1[CH:27]=[CH:26][C:25]([C:28]([F:31])([F:30])[F:29])=[CH:24][CH:23]=1.CCC(C)[BH-](C(C)CC)C(C)CC.[Li+]. The catalyst is C1COCC1. The product is [CH3:1][O:2][C:3](=[O:32])[CH2:4][C@@H:5]1[C:10](=[O:11])[CH2:9][CH2:8][N:7]([C:12]([O:14][CH2:15][C:16]2[CH:21]=[CH:20][CH:19]=[CH:18][CH:17]=2)=[O:13])[C@H:6]1[C:22]1[CH:23]=[CH:24][C:25]([C:28]([F:31])([F:29])[F:30])=[CH:26][CH:27]=1. The yield is 0.890. (5) The reactants are Br[C:2]1[N:7]=[C:6]2[N:8]([CH2:13][C:14]3[CH:19]=[CH:18][CH:17]=[C:16]([O:20][CH3:21])[CH:15]=3)[C:9](=[O:12])[CH2:10][NH:11][C:5]2=[N:4][CH:3]=1.BrC1C(NCC(OC)=O)=NC=C(Br)N=1.C[O:37][C:38]1[CH:39]=[C:40]([CH:43]=[CH:44][CH:45]=1)CN.C(N(C(C)C)CC)(C)C. The catalyst is CS(C)=O. The product is [OH:37][C:38]1[CH:39]=[CH:40][C:43]([C:2]2[N:7]=[C:6]3[N:8]([CH2:13][C:14]4[CH:19]=[CH:18][CH:17]=[C:16]([O:20][CH3:21])[CH:15]=4)[C:9](=[O:12])[CH2:10][NH:11][C:5]3=[N:4][CH:3]=2)=[CH:44][CH:45]=1. The yield is 0.200.